Dataset: Forward reaction prediction with 1.9M reactions from USPTO patents (1976-2016). Task: Predict the product of the given reaction. (1) Given the reactants [Br:1][C:2]1[CH:3]=[CH:4][C:5]([OH:11])=[C:6]([C:8](=[O:10])[CH3:9])[CH:7]=1.CI.[C:14](=O)([O-])[O-].[K+].[K+], predict the reaction product. The product is: [Br:1][C:2]1[CH:3]=[CH:4][C:5]([O:11][CH3:14])=[C:6]([C:8](=[O:10])[CH3:9])[CH:7]=1. (2) Given the reactants [C:1]([C:4]1[CH:18]=[C:17]([C:19]([OH:21])=[O:20])[CH:16]=[CH:15][C:5]=1[C:6]([C:8]1[CH:13]=[CH:12][C:11]([F:14])=[CH:10][CH:9]=1)=[O:7])(O)=[O:2], predict the reaction product. The product is: [F:14][C:11]1[CH:12]=[CH:13][C:8]([CH:6]2[C:5]3[C:4](=[CH:18][C:17]([C:19]([OH:21])=[O:20])=[CH:16][CH:15]=3)[C:1](=[O:2])[O:7]2)=[CH:9][CH:10]=1. (3) Given the reactants [Cl:1][C:2]1[CH:7]=[CH:6][C:5]([C:8](=O)[CH2:9][CH3:10])=[CH:4][C:3]=1[CH3:12].[Br:13][C:14]1[CH:15]=[C:16]([CH:18]=[CH:19][CH:20]=1)[NH2:17].O.C1(C)C=CC(S(O)(=O)=O)=CC=1.FC1C=CC(O)=C(C=1)CN[S@](C(C)(C)C)=O.Cl[SiH](Cl)Cl.C([O-])(O)=O.[Na+], predict the reaction product. The product is: [Br:13][C:14]1[CH:15]=[C:16]([NH:17][C@@H:8]([C:5]2[CH:6]=[CH:7][C:2]([Cl:1])=[C:3]([CH3:12])[CH:4]=2)[CH2:9][CH3:10])[CH:18]=[CH:19][CH:20]=1. (4) The product is: [CH3:1][C@@H:2]([O:14][CH2:15][P:16]([O:18][CH2:19][O:20][C:21]([O:23][CH:24]([CH3:26])[CH3:25])=[O:22])([O:27][CH2:28][O:29][C:30]([O:32][CH:33]([CH3:34])[CH3:35])=[O:31])=[O:17])[CH2:3][N:4]1[C:8]2[N:9]=[CH:10][N:11]=[C:12]([NH2:13])[C:7]=2[N:6]=[CH:5]1. Given the reactants [CH3:1][C@@H:2]([O:14][CH2:15][P:16]([O:27][CH2:28][O:29][C:30]([O:32][CH:33]([CH3:35])[CH3:34])=[O:31])([O:18][CH2:19][O:20][C:21]([O:23][CH:24]([CH3:26])[CH3:25])=[O:22])=[O:17])[CH2:3][N:4]1[C:8]2[N:9]=[CH:10][N:11]=[C:12]([NH2:13])[C:7]=2[N:6]=[CH:5]1.C(/C(O)=O)=C\C(O)=O, predict the reaction product. (5) Given the reactants [CH2:1]([O:3][C:4]([C:6]1[N:10]([CH2:11][C:12]2[CH:17]=[CH:16][C:15]([C:18]3[CH:23]=[CH:22][CH:21]=[CH:20][C:19]=3[C:24]3[N:28]([C:29]([C:42]4[CH:47]=[CH:46][CH:45]=[CH:44][CH:43]=4)([C:36]4[CH:41]=[CH:40][CH:39]=[CH:38][CH:37]=4)[C:30]4[CH:35]=[CH:34][CH:33]=[CH:32][CH:31]=4)[N:27]=[N:26][N:25]=3)=[CH:14][CH:13]=2)[C:9]([CH2:51][CH2:52][CH3:53])(CCC)[NH:8][C:7]=1[CH:54](Cl)[CH3:55])=[O:5])[CH3:2].[C:57]([O:61][C:62]([N:64]([C:66]1[CH:67]=[C:68]([CH:78]=[CH:79][C:80]=1[N+:81]([O-:83])=[O:82])[O:69][C:70]1[CH:75]=[CH:74][C:73]([CH2:76][SH:77])=[CH:72][N:71]=1)[CH3:65])=[O:63])([CH3:60])([CH3:59])[CH3:58].C(=O)([O-])[O-].[K+].[K+], predict the reaction product. The product is: [CH2:1]([O:3][C:4]([C:6]1[N:10]([CH2:11][C:12]2[CH:13]=[CH:14][C:15]([C:18]3[CH:23]=[CH:22][CH:21]=[CH:20][C:19]=3[C:24]3[N:28]([C:29]([C:30]4[CH:31]=[CH:32][CH:33]=[CH:34][CH:35]=4)([C:36]4[CH:41]=[CH:40][CH:39]=[CH:38][CH:37]=4)[C:42]4[CH:43]=[CH:44][CH:45]=[CH:46][CH:47]=4)[N:27]=[N:26][N:25]=3)=[CH:16][CH:17]=2)[C:9]([CH2:51][CH2:52][CH3:53])=[N:8][C:7]=1[CH:54]([S:77][CH2:76][C:73]1[CH:74]=[CH:75][C:70]([O:69][C:68]2[CH:78]=[CH:79][C:80]([N+:81]([O-:83])=[O:82])=[C:66]([N:64]([C:62]([O:61][C:57]([CH3:60])([CH3:59])[CH3:58])=[O:63])[CH3:65])[CH:67]=2)=[N:71][CH:72]=1)[CH3:55])=[O:5])[CH3:2]. (6) Given the reactants Br[C:2]1[C:3]([O:31][CH3:32])=[CH:4][C:5]2[CH2:6][CH2:7][N:8]3[C:14]4[C:15](=[O:25])[N:16]([C:21]([CH3:24])([CH3:23])[CH3:22])[CH2:17][CH2:18]O[CH2:20][C:13]=4[C:12]([C:26]4[S:30][CH:29]=[N:28][CH:27]=4)=[C:9]3[C:10]=2[CH:11]=1.B(O)(O)[C:34]1[CH:39]=[CH:38][CH:37]=[N:36][CH:35]=1.[C:42]([O-])([O-])=O.[K+].[K+].[OH-].[Na+], predict the reaction product. The product is: [C:21]([N:16]1[CH2:17][CH2:18][CH2:42][CH2:20][C:13]2[C:12]([C:26]3[S:30][CH:29]=[N:28][CH:27]=3)=[C:9]3[C:10]4[CH:11]=[C:2]([C:34]5[CH:35]=[N:36][CH:37]=[CH:38][CH:39]=5)[C:3]([O:31][CH3:32])=[CH:4][C:5]=4[CH2:6][CH2:7][N:8]3[C:14]=2[C:15]1=[O:25])([CH3:23])([CH3:22])[CH3:24].